Dataset: Catalyst prediction with 721,799 reactions and 888 catalyst types from USPTO. Task: Predict which catalyst facilitates the given reaction. (1) Reactant: Cl.[Cl:2][C:3]1[CH:21]=[C:20]([O:22]C)[CH:19]=[C:18]([Cl:24])[C:4]=1[CH2:5][CH:6]1[CH2:10][CH2:9][N:8]([N:11]2[CH2:16][CH2:15][CH2:14][CH2:13][CH2:12]2)[C:7]1=[O:17].B(Br)(Br)Br. Product: [Cl:2][C:3]1[CH:21]=[C:20]([OH:22])[CH:19]=[C:18]([Cl:24])[C:4]=1[CH2:5][C@@H:6]1[CH2:10][CH2:9][N:8]([N:11]2[CH2:16][CH2:15][CH2:14][CH2:13][CH2:12]2)[C:7]1=[O:17]. The catalyst class is: 576. (2) The catalyst class is: 41. Product: [CH:1]([C@H:14]1[C@@H:19]([OH:20])[CH:18]2[CH2:17][CH2:16][N:15]1[CH2:22][CH2:21]2)([C:2]1[CH:7]=[CH:6][CH:5]=[CH:4][CH:3]=1)[C:8]1[CH:13]=[CH:12][CH:11]=[CH:10][CH:9]=1. Reactant: [CH:1]([CH:14]1[C:19](=[O:20])[CH:18]2[CH2:21][CH2:22][N:15]1[CH2:16][CH2:17]2)([C:8]1[CH:13]=[CH:12][CH:11]=[CH:10][CH:9]=1)[C:2]1[CH:7]=[CH:6][CH:5]=[CH:4][CH:3]=1.CC(C)([O-])C.[K+].[H][H]. (3) The catalyst class is: 10. Reactant: [NH2:1][C:2]1[C:9]([OH:10])=[C:8]([F:11])[C:7]([C:12]2[CH:17]=[CH:16][CH:15]=[CH:14][CH:13]=2)=[C:6]([CH3:18])[C:3]=1[C:4]#[N:5].C(N(CC)CC)C.[C:26]1([C:31](Cl)=[O:32])[CH2:30][CH2:29][CH2:28][CH:27]=1.C(O)(=O)CC(CC(O)=O)(C(O)=O)O. Product: [C:26]1([C:31]([O:10][C:9]2[C:8]([F:11])=[C:7]([C:12]3[CH:13]=[CH:14][CH:15]=[CH:16][CH:17]=3)[C:6]([CH3:18])=[C:3]([C:4]#[N:5])[C:2]=2[NH2:1])=[O:32])[CH2:30][CH2:29][CH2:28][CH:27]=1.